From a dataset of Catalyst prediction with 721,799 reactions and 888 catalyst types from USPTO. Predict which catalyst facilitates the given reaction. (1) Product: [C:8]([P:12](=[O:17])([C:13]([CH3:16])([CH3:15])[CH3:14])[C:2]1[CH:7]=[CH:6][CH:5]=[CH:4][CH:3]=1)([CH3:11])([CH3:10])[CH3:9]. Reactant: Br[C:2]1[CH:7]=[CH:6][CH:5]=[CH:4][CH:3]=1.[C:8]([PH:12](=[O:17])[C:13]([CH3:16])([CH3:15])[CH3:14])([CH3:11])([CH3:10])[CH3:9].C([O-])([O-])=O.[K+].[K+]. The catalyst class is: 12. (2) Product: [CH3:1][C:2]1([CH3:9])[O:6][CH:5]([CH2:7][O:8][S:18]([C:21]([F:24])([F:23])[F:22])(=[O:20])=[O:19])[CH2:4][O:3]1. The catalyst class is: 4. Reactant: [CH3:1][C:2]1([CH3:9])[O:6][C@H:5]([CH2:7][OH:8])[CH2:4][O:3]1.N1C(C)=CC=CC=1C.[S:18](O[S:18]([C:21]([F:24])([F:23])[F:22])(=[O:20])=[O:19])([C:21]([F:24])([F:23])[F:22])(=[O:20])=[O:19]. (3) Reactant: [CH2:1]([NH:3][C:4]1[S:5][C@H:6]2[S:12][C@H:11]([CH2:13][OH:14])[C@H:10]3[O:15][C@@:16]([O:23][CH3:24])([CH3:22])[C@:17]([O:20][CH3:21])([CH3:19])[O:18][C@@H:9]3[C@H:7]2[N:8]=1)[CH3:2].CCN(C(C)C)C(C)C.[CH3:34][C:35]([O:38][C:39](O[C:39]([O:38][C:35]([CH3:37])([CH3:36])[CH3:34])=[O:40])=[O:40])([CH3:37])[CH3:36]. Product: [CH2:1]([N:3]([C:4]1[S:5][C@H:6]2[S:12][C@H:11]([CH2:13][OH:14])[C@H:10]3[O:15][C@@:16]([O:23][CH3:24])([CH3:22])[C@:17]([O:20][CH3:21])([CH3:19])[O:18][C@@H:9]3[C@H:7]2[N:8]=1)[C:39](=[O:40])[O:38][C:35]([CH3:37])([CH3:36])[CH3:34])[CH3:2]. The catalyst class is: 2. (4) Reactant: [CH3:1][O:2][C:3]1[CH:17]=[CH:16][C:6](/[CH:7]=[N:8]/[C@@H:9]2[CH2:14][CH2:13][NH:12][CH2:11][C@H:10]2[OH:15])=[CH:5][CH:4]=1.CCN(C(C)C)C(C)C.[C:27](Cl)(=[O:30])[O:28][CH3:29]. Product: [OH:15][C@H:10]1[C@H:9](/[N:8]=[CH:7]/[C:6]2[CH:5]=[CH:4][C:3]([O:2][CH3:1])=[CH:17][CH:16]=2)[CH2:14][CH2:13][N:12]([C:27]([O:28][CH3:29])=[O:30])[CH2:11]1. The catalyst class is: 5. (5) Reactant: Br[C:2]1[C:3]2[N:10]([C:11]3[CH:16]=[CH:15][CH:14]=[CH:13][CH:12]=3)[C:9]([C:17]3[C:18]([NH2:22])=[N:19][O:20][N:21]=3)=[N:8][C:4]=2[CH:5]=[N:6][CH:7]=1.[S:23]1[CH:27]=[CH:26][CH:25]=[C:24]1B(O)O.C(Cl)Cl.C([O-])([O-])=O.[K+].[K+]. Product: [C:11]1([N:10]2[C:3]3[C:2]([C:24]4[S:23][CH:27]=[CH:26][CH:25]=4)=[CH:7][N:6]=[CH:5][C:4]=3[N:8]=[C:9]2[C:17]2[C:18]([NH2:22])=[N:19][O:20][N:21]=2)[CH:16]=[CH:15][CH:14]=[CH:13][CH:12]=1. The catalyst class is: 75. (6) Reactant: [Cl:1][C:2]1[CH:15]=[CH:14][C:5]([NH:6][C:7]2[CH:13]=[CH:12][CH:11]=[CH:10][C:8]=2[NH2:9])=[CH:4][CH:3]=1.[F:16][C:17]1[C:22]([N+:23]([O-:25])=[O:24])=[CH:21][C:20]([N+:26]([O-:28])=[O:27])=[C:19](F)[CH:18]=1.C(N(CC)CC)C. Product: [Cl:1][C:2]1[CH:15]=[CH:14][C:5]([NH:6][C:7]2[CH:13]=[CH:12][CH:11]=[CH:10][C:8]=2[NH:9][C:19]2[C:20]([N+:26]([O-:28])=[O:27])=[CH:21][C:22]([N+:23]([O-:25])=[O:24])=[C:17]([F:16])[CH:18]=2)=[CH:4][CH:3]=1. The catalyst class is: 5.